Predict the product of the given reaction. From a dataset of Forward reaction prediction with 1.9M reactions from USPTO patents (1976-2016). Given the reactants I([O-])(=O)(=O)=O.[Na+].[I:7]I.[NH2:9][C:10]1[CH:15]=[CH:14][N:13]([C:16]2[CH:21]=[CH:20][C:19]([F:22])=[CH:18][CH:17]=2)[C:12](=[O:23])[N:11]=1.OS(O)(=O)=O.[O-]S([O-])=O.[Na+].[Na+].[OH-].[Na+], predict the reaction product. The product is: [NH2:9][C:10]1[C:15]([I:7])=[CH:14][N:13]([C:16]2[CH:21]=[CH:20][C:19]([F:22])=[CH:18][CH:17]=2)[C:12](=[O:23])[N:11]=1.